The task is: Predict which catalyst facilitates the given reaction.. This data is from Catalyst prediction with 721,799 reactions and 888 catalyst types from USPTO. (1) Reactant: [Cl:1][C:2]1[CH:3]=[C:4]([NH:19][C:20]2[C:30]3[CH:29]=[C:28]([C:31]([OH:33])=O)[CH2:27][CH2:26][NH:25][C:24]=3[N:23]=[CH:22][N:21]=2)[CH:5]=[CH:6][C:7]=1[O:8][C:9]1[CH:14]=[CH:13][CH:12]=[C:11]([C:15]([F:18])([F:17])[F:16])[CH:10]=1.[NH2:34][CH2:35][C:36]([CH3:40])([CH3:39])[CH2:37][OH:38].Cl.C(N=C=NCCCN(C)C)C.O.ON1C2C=CC=CC=2N=N1. Product: [Cl:1][C:2]1[CH:3]=[C:4]([NH:19][C:20]2[C:30]3[CH:29]=[C:28]([C:31]([NH:34][CH2:35][C:36]([CH3:40])([CH3:39])[CH2:37][OH:38])=[O:33])[CH2:27][CH2:26][NH:25][C:24]=3[N:23]=[CH:22][N:21]=2)[CH:5]=[CH:6][C:7]=1[O:8][C:9]1[CH:14]=[CH:13][CH:12]=[C:11]([C:15]([F:16])([F:17])[F:18])[CH:10]=1. The catalyst class is: 289. (2) Reactant: [CH:1]1([C:4](O)=O)C[CH2:2]1.[Br:7][C:8]1[CH:13]=[C:12]([NH2:14])[C:11]([NH:15][CH3:16])=[C:10]([CH3:17])[CH:9]=1.[C:18]([O-])(O)=O.[Na+]. Product: [Br:7][C:8]1[CH:9]=[C:10]([CH3:17])[C:11]2[N:15]=[C:16]([CH:4]3[CH2:1][CH2:2]3)[N:14]([CH3:18])[C:12]=2[CH:13]=1. The catalyst class is: 265. (3) Reactant: [Cl:1][C:2]1[CH:7]=[CH:6][C:5]([C:8]2[C:14]3[CH:15]=[C:16]([O:19][CH3:20])[CH:17]=[CH:18][C:13]=3[N:12]3[C:21]([CH3:24])=[N:22][N:23]=[C:11]3[C@H:10]([CH2:25][C:26](O)=[O:27])[N:9]=2)=[CH:4][CH:3]=1.CCN=C=NCCCN(C)C.C1C=CC2N(O)N=NC=2C=1.[NH2:50][CH2:51][CH2:52][CH2:53][O:54][C:55]1[CH:56]=[CH:57][C:58]2[N:64]3[C:65]([CH3:68])=[N:66][N:67]=[C:63]3[C@H:62]([CH2:69][C:70]([NH:72][CH2:73][CH3:74])=[O:71])[N:61]=[C:60]([C:75]3[CH:80]=[CH:79][C:78]([Cl:81])=[CH:77][CH:76]=3)[C:59]=2[CH:82]=1. Product: [Cl:81][C:78]1[CH:79]=[CH:80][C:75]([C:60]2[C:59]3[CH:82]=[C:55]([O:54][CH2:53][CH2:52][CH2:51][NH:50][C:26](=[O:27])[CH2:25][C@@H:10]4[N:9]=[C:8]([C:5]5[CH:6]=[CH:7][C:2]([Cl:1])=[CH:3][CH:4]=5)[C:14]5[CH:15]=[C:16]([O:19][CH3:20])[CH:17]=[CH:18][C:13]=5[N:12]5[C:21]([CH3:24])=[N:22][N:23]=[C:11]45)[CH:56]=[CH:57][C:58]=3[N:64]3[C:65]([CH3:68])=[N:66][N:67]=[C:63]3[C@H:62]([CH2:69][C:70]([NH:72][CH2:73][CH3:74])=[O:71])[N:61]=2)=[CH:76][CH:77]=1. The catalyst class is: 64.